Task: Predict the product of the given reaction.. Dataset: Forward reaction prediction with 1.9M reactions from USPTO patents (1976-2016) Given the reactants [NH2:1][C:2]1[CH:7]=[C:6]([NH2:8])[N:5]=[C:4]([SH:9])[N:3]=1.Br[CH2:11][C:12]#[N:13], predict the reaction product. The product is: [NH2:1][C:2]1[CH:7]=[C:6]([NH2:8])[N:5]=[C:4]([S:9][CH2:11][C:12]#[N:13])[N:3]=1.